This data is from Reaction yield outcomes from USPTO patents with 853,638 reactions. The task is: Predict the reaction yield, written as a fraction of the theoretical maximum amount of product (1.0 means a 100% yield; for example, 0.34 means a 34% yield). (1) The reactants are [O:1]1CCCO[CH:2]1[C:7]1[N:12]=[CH:11][C:10]([C:13]2[S:21][C:20]3[C:15](=[N:16][CH:17]=[CH:18][C:19]=3[O:22][C:23]3[CH:28]=[CH:27][C:26]([NH:29][C:30]([NH:32][CH:33]4[CH2:35][CH2:34]4)=[O:31])=[CH:25][C:24]=3[F:36])[CH:14]=2)=[CH:9][CH:8]=1.CC(O)=O.O. The catalyst is O. The product is [CH:33]1([NH:32][C:30]([NH:29][C:26]2[CH:27]=[CH:28][C:23]([O:22][C:19]3[CH:18]=[CH:17][N:16]=[C:15]4[CH:14]=[C:13]([C:10]5[CH:11]=[N:12][C:7]([CH:2]=[O:1])=[CH:8][CH:9]=5)[S:21][C:20]=34)=[C:24]([F:36])[CH:25]=2)=[O:31])[CH2:34][CH2:35]1. The yield is 0.940. (2) The reactants are [NH2:1][C:2]1[CH:10]=[CH:9][C:5]([C:6]([OH:8])=[O:7])=[CH:4][N:3]=1.[CH3:11][CH2:12]O. The catalyst is S(=O)(=O)(O)O. The product is [CH2:11]([O:7][C:6](=[O:8])[C:5]1[CH:9]=[CH:10][C:2]([NH2:1])=[N:3][CH:4]=1)[CH3:12]. The yield is 0.920. (3) The reactants are [OH:1][CH2:2][CH:3]1[CH2:8][CH2:7][CH:6]([C:9]([O:11][CH3:12])=[O:10])[CH2:5][CH2:4]1.C([O-])(O)=O.[Na+].CC(OI1(OC(C)=O)(OC(C)=O)OC(=O)C2C=CC=CC1=2)=O.S([O-])([O-])(=O)=S.[Na+].[Na+]. The catalyst is C(Cl)Cl.CCOCC. The product is [CH:2]([CH:3]1[CH2:4][CH2:5][CH:6]([C:9]([O:11][CH3:12])=[O:10])[CH2:7][CH2:8]1)=[O:1]. The yield is 0.990. (4) The reactants are [F:1][C:2]1[CH:3]=[C:4]([CH:6]=[CH:7][C:8]=1[N:9]1[CH2:14][CH2:13][O:12][CH2:11][CH2:10]1)[NH2:5].C[Al](C)C.C[O:20][C:21](=O)/[CH:22]=[C:23](\[NH:25][C:26](=O)[CH2:27][O:28][C:29]1[CH:34]=[CH:33][C:32]([F:35])=[C:31]([F:36])[CH:30]=1)/[CH3:24]. The catalyst is C(Cl)Cl. The product is [F:36][C:31]1[CH:30]=[C:29]([CH:34]=[CH:33][C:32]=1[F:35])[O:28][CH2:27][C:26]1[N:5]([C:4]2[CH:6]=[CH:7][C:8]([N:9]3[CH2:14][CH2:13][O:12][CH2:11][CH2:10]3)=[C:2]([F:1])[CH:3]=2)[C:21](=[O:20])[CH:22]=[C:23]([CH3:24])[N:25]=1. The yield is 0.580. (5) The product is [CH3:1][C:2]1([CH3:16])[CH2:7][O:6][CH:5]([C:8]2[CH:9]=[CH:10][CH:11]=[CH:12][CH:13]=2)[O:4][C@H:3]1[CH:14]=[O:15]. The yield is 0.750. The catalyst is ClCCl. The reactants are [CH3:1][C:2]1([CH3:16])[CH2:7][O:6][CH:5]([C:8]2[CH:13]=[CH:12][CH:11]=[CH:10][CH:9]=2)[O:4][C@H:3]1[CH2:14][OH:15].C(N(CC)CC)C.CS(C)=O.